This data is from Reaction yield outcomes from USPTO patents with 853,638 reactions. The task is: Predict the reaction yield, written as a fraction of the theoretical maximum amount of product (1.0 means a 100% yield; for example, 0.34 means a 34% yield). (1) The reactants are N(C(OC(C)C)=O)=NC(OC(C)C)=O.[O:15]1[CH2:20][CH2:19][CH2:18][CH2:17][CH:16]1[O:21][C@H:22]1[CH2:27][CH2:26][C@H:25]([CH2:28][OH:29])[CH2:24][CH2:23]1.[CH3:30][C:31]1([CH3:45])[C:35]([CH3:37])([CH3:36])[O:34][B:33]([C:38]2[CH:43]=[CH:42][C:41](O)=[CH:40][CH:39]=2)[O:32]1.C1(P(C2C=CC=CC=2)C2C=CC=CC=2)C=CC=CC=1.C(N(CC)CC)C. The catalyst is C1COCC1.O. The product is [CH3:36][C:35]1([CH3:37])[C:31]([CH3:30])([CH3:45])[O:32][B:33]([C:38]2[CH:43]=[CH:42][C:41]([O:29][CH2:28][C@H:25]3[CH2:26][CH2:27][C@H:22]([O:21][CH:16]4[CH2:17][CH2:18][CH2:19][CH2:20][O:15]4)[CH2:23][CH2:24]3)=[CH:40][CH:39]=2)[O:34]1. The yield is 0.480. (2) The reactants are [CH3:1][C:2]1[N:3]([CH2:30][C:31]([O:33]CC)=[O:32])[C:4]2[CH2:5][C:6]([CH3:29])([CH3:28])[CH2:7][C:8](=[O:27])[C:9]=2[C:10]=1[CH2:11][C:12]1[CH:17]=[CH:16][CH:15]=[CH:14][C:13]=1[S:18]([C:21]1[CH:26]=[CH:25][CH:24]=[CH:23][CH:22]=1)(=[O:20])=[O:19].[OH-].[Na+]. The catalyst is C1COCC1.O. The product is [CH3:1][C:2]1[N:3]([CH2:30][C:31]([OH:33])=[O:32])[C:4]2[CH2:5][C:6]([CH3:29])([CH3:28])[CH2:7][C:8](=[O:27])[C:9]=2[C:10]=1[CH2:11][C:12]1[CH:17]=[CH:16][CH:15]=[CH:14][C:13]=1[S:18]([C:21]1[CH:26]=[CH:25][CH:24]=[CH:23][CH:22]=1)(=[O:20])=[O:19]. The yield is 0.185.